Task: Predict which catalyst facilitates the given reaction.. Dataset: Catalyst prediction with 721,799 reactions and 888 catalyst types from USPTO (1) Reactant: [Cl:1][C:2]1[CH:7]=[CH:6][C:5]([CH:8]([C:26]2[CH:31]=[CH:30][C:29]([Cl:32])=[CH:28][CH:27]=2)[C:9]2[CH:10]=[C:11]3[C:16](=[CH:17][CH:18]=2)[N:15]=[N:14][CH:13]=[C:12]3[NH:19][CH:20]2[CH2:25][CH2:24][NH:23][CH2:22][CH2:21]2)=[CH:4][CH:3]=1.C(N(CC)CC)C.Cl[S:41]([C:44]1[O:48][C:47]([C:49]([O:51][CH3:52])=[O:50])=[CH:46][CH:45]=1)(=[O:43])=[O:42]. Product: [Cl:1][C:2]1[CH:7]=[CH:6][C:5]([CH:8]([C:26]2[CH:27]=[CH:28][C:29]([Cl:32])=[CH:30][CH:31]=2)[C:9]2[CH:10]=[C:11]3[C:16](=[CH:17][CH:18]=2)[N:15]=[N:14][CH:13]=[C:12]3[NH:19][CH:20]2[CH2:21][CH2:22][N:23]([S:41]([C:44]3[O:48][C:47]([C:49]([O:51][CH3:52])=[O:50])=[CH:46][CH:45]=3)(=[O:42])=[O:43])[CH2:24][CH2:25]2)=[CH:4][CH:3]=1. The catalyst class is: 2. (2) Reactant: [CH2:1]([N:8]1[CH:13]2[CH2:14][CH2:15][CH:9]1[CH2:10][C:11](=[N:16]O)[CH2:12]2)[C:2]1[CH:7]=[CH:6][CH:5]=[CH:4][CH:3]=1.[H-].[Al+3].[Li+].[H-].[H-].[H-].O.[OH-].[Na+]. Product: [CH2:1]([N:8]1[CH:9]2[CH2:15][CH2:14][CH:13]1[CH2:12][CH:11]([NH2:16])[CH2:10]2)[C:2]1[CH:3]=[CH:4][CH:5]=[CH:6][CH:7]=1. The catalyst class is: 7.